Dataset: Full USPTO retrosynthesis dataset with 1.9M reactions from patents (1976-2016). Task: Predict the reactants needed to synthesize the given product. Given the product [OH:21][NH:20][C:9]([C:5]1[CH2:4][N:3]([CH3:2])[CH2:8][CH2:7][CH:6]=1)=[O:11], predict the reactants needed to synthesize it. The reactants are: Cl.[CH3:2][N:3]1[CH2:8][CH2:7][CH:6]=[C:5]([C:9]([O:11]C)=O)[CH2:4]1.C1COCC1.CO.[NH2:20][OH:21].[OH-].[Na+].